Predict the product of the given reaction. From a dataset of Forward reaction prediction with 1.9M reactions from USPTO patents (1976-2016). (1) The product is: [CH2:26]([N:18]1[C:19]2[C:15](=[CH:14][C:13]([O:12][CH2:11][CH2:10][CH2:9][N:3]3[CH2:4][CH2:5][CH2:6][CH2:7][CH2:8]3)=[CH:21][CH:20]=2)[CH2:16][CH2:17]1)[C:27]1[CH:32]=[CH:31][CH:30]=[CH:29][CH:28]=1. Given the reactants Cl.Cl.[N:3]1([CH2:9][CH2:10][CH2:11][O:12][C:13]2[CH:14]=[C:15]3[C:19](=[CH:20][CH:21]=2)[NH:18][CH2:17][CH2:16]3)[CH2:8][CH2:7][CH2:6][CH2:5][CH2:4]1.C(O)(=O)C.[CH:26](=O)[C:27]1[CH:32]=[CH:31][CH:30]=[CH:29][CH:28]=1.C(O[BH-](OC(=O)C)OC(=O)C)(=O)C.[Na+], predict the reaction product. (2) Given the reactants [NH2:1][C:2]1[CH:7]=[CH:6][C:5]([OH:8])=[CH:4][CH:3]=1.C1(S([N:18]2[C:22]3=[N:23][CH:24]=[CH:25][CH:26]=[C:21]3[C:20]([C:27]3[CH:32]=[CH:31][N:30]=[C:29](Cl)[N:28]=3)=[CH:19]2)(=O)=O)C=CC=CC=1, predict the reaction product. The product is: [OH:8][C:5]1[CH:6]=[CH:7][C:2]([NH:1][C:29]2[N:28]=[C:27]([C:20]3[C:21]4[C:22](=[N:23][CH:24]=[CH:25][CH:26]=4)[NH:18][CH:19]=3)[CH:32]=[CH:31][N:30]=2)=[CH:3][CH:4]=1. (3) Given the reactants [F:1][C:2]1[CH:7]=[C:6]([F:8])[CH:5]=[CH:4][C:3]=1[C:9]1[N:10]([CH2:19][CH:20]([CH3:23])[CH2:21][CH3:22])[C:11](=[NH:18])[C:12]([C:16]#[N:17])=[N:13][C:14]=1[CH3:15].[C:24](OC(=O)C)(=[O:26])[CH3:25], predict the reaction product. The product is: [C:16]([C:12]1[C:11](=[N:18][C:24](=[O:26])[CH3:25])[N:10]([CH2:19][CH:20]([CH3:23])[CH2:21][CH3:22])[C:9]([C:3]2[CH:4]=[CH:5][C:6]([F:8])=[CH:7][C:2]=2[F:1])=[C:14]([CH3:15])[N:13]=1)#[N:17]. (4) Given the reactants C(O[CH:4]=[C:5]([C:11](=[O:13])[CH3:12])[C:6]([O:8][CH2:9][CH3:10])=[O:7])C.[CH3:14][O:15][C:16]1[CH:21]=[CH:20][C:19]([NH2:22])=[CH:18][N:17]=1, predict the reaction product. The product is: [CH3:14][O:15][C:16]1[N:17]=[CH:18][C:19]([NH:22][CH:4]=[C:5]([C:11](=[O:13])[CH3:12])[C:6]([O:8][CH2:9][CH3:10])=[O:7])=[CH:20][CH:21]=1. (5) Given the reactants Br[C:2]1[CH:3]=[C:4]([CH:10]=[CH:11][CH:12]=1)[C:5]([O:7]CC)=[O:6].[Cl:13][C:14]1[C:15]([CH3:30])=[C:16]([OH:29])[CH:17]=[C:18]2[C:22]=1[C:21](=[O:23])[CH:20]([CH:24]1[CH2:28][CH2:27][CH2:26][CH2:25]1)[CH2:19]2, predict the reaction product. The product is: [Cl:13][C:14]1[C:15]([CH3:30])=[C:16]([O:29][CH2:5][C:4]2[CH:3]=[C:2]([C:2]3[CH:12]=[CH:11][CH:10]=[C:4]([C:5]([OH:7])=[O:6])[CH:3]=3)[CH:12]=[CH:11][CH:10]=2)[CH:17]=[C:18]2[C:22]=1[C:21](=[O:23])[CH:20]([CH:24]1[CH2:28][CH2:27][CH2:26][CH2:25]1)[CH2:19]2. (6) Given the reactants [CH3:1][N:2]([CH3:13])[C:3]([C:5]1[C:9]([N+:10]([O-:12])=[O:11])=[CH:8][NH:7][N:6]=1)=[O:4].Br[C:15]1[CH:20]=[CH:19][CH:18]=[CH:17][N:16]=1.C(=O)([O-])[O-].[Cs+].[Cs+], predict the reaction product. The product is: [CH3:1][N:2]([CH3:13])[C:3]([C:5]1[C:9]([N+:10]([O-:12])=[O:11])=[CH:8][N:7]([C:15]2[CH:20]=[CH:19][CH:18]=[CH:17][N:16]=2)[N:6]=1)=[O:4]. (7) The product is: [CH2:1]([C:3]1[C:12]2[C:11](=[O:13])[O:10][C:9]([C:14]3[C:15]([N:23]4[CH2:27][CH2:26][CH:25]([N:28]5[CH2:29][CH2:30][S:31](=[O:35])(=[O:34])[CH2:32][CH2:33]5)[CH2:24]4)=[N:16][CH:17]=[CH:18][CH:19]=3)=[N:8][C:7]=2[CH:6]=[C:5]([O:21][CH3:22])[CH:4]=1)[CH3:2]. Given the reactants [CH2:1]([C:3]1[C:12]2[C:11](=[O:13])[O:10][C:9]([C:14]3[C:15](F)=[N:16][CH:17]=[CH:18][CH:19]=3)=[N:8][C:7]=2[CH:6]=[C:5]([O:21][CH3:22])[CH:4]=1)[CH3:2].[NH:23]1[CH2:27][CH2:26][C@@H:25]([N:28]2[CH2:33][CH2:32][S:31](=[O:35])(=[O:34])[CH2:30][CH2:29]2)[CH2:24]1.C(N(C(C)C)CC)(C)C, predict the reaction product. (8) Given the reactants [C:1]1([CH2:7][C:8]([OH:10])=O)[CH2:6][CH2:5][CH2:4][CH2:3][CH:2]=1.Cl.[CH2:12]([O:16][C:17](=[O:21])[C@H:18]([CH3:20])[NH2:19])[CH:13]([CH3:15])[CH3:14], predict the reaction product. The product is: [CH2:12]([O:16][C:17](=[O:21])[C@H:18]([CH3:20])[NH:19][C:8](=[O:10])[CH2:7][C:1]1[CH2:6][CH2:5][CH2:4][CH2:3][CH:2]=1)[CH:13]([CH3:15])[CH3:14]. (9) The product is: [Br:1][C:2]1[C:11]2[CH2:10][CH2:9][CH2:8][CH:7]([OH:12])[C:6]=2[CH:5]=[N:4][CH:3]=1. Given the reactants [Br:1][C:2]1[C:11]2[CH2:10][CH2:9][CH2:8][C:7](=[O:12])[C:6]=2[CH:5]=[N:4][CH:3]=1.[BH4-].[Na+].CC(O)=O, predict the reaction product.